This data is from Reaction yield outcomes from USPTO patents with 853,638 reactions. The task is: Predict the reaction yield, written as a fraction of the theoretical maximum amount of product (1.0 means a 100% yield; for example, 0.34 means a 34% yield). (1) The reactants are [OH-].[K+].C([O:5][C:6]([C:8]1[CH:9]=[N:10][N:11]([C:13]2[NH:22][C:21](=[O:23])[C:20]3[C:15](=[CH:16][CH:17]=[C:18]([NH:24][C:25](=[O:32])[C:26]4[CH:31]=[CH:30][CH:29]=[CH:28][CH:27]=4)[CH:19]=3)[N:14]=2)[CH:12]=1)=[O:7])C. The catalyst is C1COCC1. The product is [C:25]([NH:24][C:18]1[CH:19]=[C:20]2[C:15](=[CH:16][CH:17]=1)[N:14]=[C:13]([N:11]1[CH:12]=[C:8]([C:6]([OH:7])=[O:5])[CH:9]=[N:10]1)[NH:22][C:21]2=[O:23])(=[O:32])[C:26]1[CH:31]=[CH:30][CH:29]=[CH:28][CH:27]=1. The yield is 0.820. (2) The reactants are [F:1][C:2]1([F:16])[CH2:6][N:5]([C:7]([O:9][C:10]([CH3:13])([CH3:12])[CH3:11])=[O:8])[C@H:4]([CH:14]=O)[CH2:3]1.C1(P(C2C=CC=CC=2)(C2C=CC=CC=2)=[C:24]([CH3:29])[C:25]([O:27][CH3:28])=[O:26])C=CC=CC=1. The catalyst is C(Cl)Cl. The product is [F:1][C:2]1([F:16])[CH2:6][N:5]([C:7]([O:9][C:10]([CH3:13])([CH3:12])[CH3:11])=[O:8])[C@H:4]([CH:14]=[C:24]([CH3:29])[C:25]([O:27][CH3:28])=[O:26])[CH2:3]1. The yield is 0.473.